This data is from Reaction yield outcomes from USPTO patents with 853,638 reactions. The task is: Predict the reaction yield, written as a fraction of the theoretical maximum amount of product (1.0 means a 100% yield; for example, 0.34 means a 34% yield). (1) The reactants are [C:1]([CH2:4][C:5]1[CH:13]=[CH:12][CH:11]=[CH:10][C:6]=1[C:7](O)=[O:8])(O)=[O:2].[H-].[H-].[H-].[H-].[Li+].[Al+3].O.[OH-].[Na+]. The catalyst is C1COCC1. The product is [OH:8][CH2:7][C:6]1[CH:10]=[CH:11][CH:12]=[CH:13][C:5]=1[CH2:4][CH2:1][OH:2]. The yield is 0.800. (2) The reactants are [N:1]([CH2:4][CH2:5][O:6][CH2:7][CH2:8][O:9][CH2:10][CH2:11][O:12][CH2:13][CH2:14][N:15]=[N+]=[N-])=[N+:2]=[N-:3].C1(P(C2C=CC=CC=2)C2C=CC=CC=2)C=CC=CC=1. The catalyst is Cl.CCOCC. The product is [N:1]([CH2:4][CH2:5][O:6][CH2:7][CH2:8][O:9][CH2:10][CH2:11][O:12][CH2:13][CH2:14][NH2:15])=[N+:2]=[N-:3]. The yield is 0.880. (3) The catalyst is CN(C=O)C.O. The yield is 0.690. The reactants are [F:1][C:2]1[CH:23]=[CH:22][C:5]([CH2:6][CH2:7][C:8]2[S:9][C:10]3[N:11]=[C:12]([NH2:21])[N:13]=[C:14](S(C)(=O)=O)[C:15]=3[N:16]=2)=[CH:4][CH:3]=1.[CH3:24][O:25][C:26]1[CH:36]=[CH:35][C:29]([O:30][CH2:31][C:32]([OH:34])=O)=[CH:28][CH:27]=1.CN(C(O[N:45]1N=[N:52][C:47]2C=CC=C[C:46]1=2)=[N+](C)C)C.[B-](F)(F)(F)F.[CH3:59][CH2:60]N(C(C)C)C(C)C. The product is [NH2:21][C:12]1[N:13]=[C:14]([N:45]2[CH2:46][CH2:47][N:52]([C:32](=[O:34])[CH2:31][O:30][C:29]3[CH:28]=[CH:27][C:26]([O:25][CH3:24])=[CH:36][CH:35]=3)[CH2:60][CH2:59]2)[C:15]2[N:16]=[C:8]([CH2:7][CH2:6][C:5]3[CH:22]=[CH:23][C:2]([F:1])=[CH:3][CH:4]=3)[S:9][C:10]=2[N:11]=1. (4) The product is [CH:1]([S:4]([C:7]1[CH:8]=[C:9]2[C:13](=[C:14]([O:16][CH2:17][CH2:18][C:19]3[CH:24]=[CH:23][CH:22]=[CH:21][N:20]=3)[CH:15]=1)[NH:12][N:11]=[C:10]2[N:25]1[C:29](=[O:30])[C:28]2[C:27](=[CH:35][CH:34]=[CH:33][CH:32]=2)[C:26]1=[O:36])(=[O:6])=[O:5])([CH3:3])[CH3:2]. The catalyst is CN(C)C=O. The yield is 0.600. The reactants are [CH:1]([S:4]([C:7]1[CH:8]=[C:9]2[C:13](=[C:14]([O:16][CH2:17][CH2:18][C:19]3[CH:24]=[CH:23][CH:22]=[CH:21][N:20]=3)[CH:15]=1)[NH:12][N:11]=[C:10]2[NH2:25])(=[O:6])=[O:5])([CH3:3])[CH3:2].[C:26](O)(=[O:36])[C:27]1[C:28](=[CH:32][CH:33]=[CH:34][CH:35]=1)[C:29](O)=[O:30].N1(O)C2C=CC=CC=2N=N1.Cl.CN(C)CCCN=C=NCC.C(=O)([O-])O.[Na+]. (5) The reactants are [Br:1][C:2]1[CH:15]=[N:14][C:5]2[N:6]([C:11](=[O:13])[CH3:12])[C@@H:7]([CH3:10])[CH2:8][NH:9][C:4]=2[CH:3]=1.C(N(CC)C(C)C)(C)C.Cl[C:26]([O:28][CH:29]([CH3:31])[CH3:30])=[O:27]. The catalyst is C(OCC)(=O)C. The product is [C:11]([N:6]1[C@@H:7]([CH3:10])[CH2:8][N:9]([C:26]([O:28][CH:29]([CH3:31])[CH3:30])=[O:27])[C:4]2[CH:3]=[C:2]([Br:1])[CH:15]=[N:14][C:5]1=2)(=[O:13])[CH3:12]. The yield is 0.980.